Dataset: Full USPTO retrosynthesis dataset with 1.9M reactions from patents (1976-2016). Task: Predict the reactants needed to synthesize the given product. (1) Given the product [C:29]([O:28][C:26](=[O:27])[N:13]([C:12]1[N:11]([C:33]2[CH:38]=[C:37]([CH:39]([CH3:40])[CH3:41])[C:36]([O:42][CH2:43][C:44]3[CH:45]=[CH:46][CH:47]=[CH:48][CH:49]=3)=[CH:35][C:34]=2[O:50][CH2:51][C:52]2[CH:57]=[CH:56][CH:55]=[CH:54][CH:53]=2)[N:10]=[N:9][C:8]=1[C:6](=[O:7])[NH:3][CH2:1][CH3:2])[C:14]1[CH:19]=[CH:18][C:17]([N:20]2[CH2:21][CH2:22][O:23][CH2:24][CH2:25]2)=[CH:16][CH:15]=1)([CH3:31])([CH3:30])[CH3:32], predict the reactants needed to synthesize it. The reactants are: [CH2:1]([NH2:3])[CH3:2].CO[C:6]([C:8]1[N:9]=[N:10][N:11]([C:33]2[CH:38]=[C:37]([CH:39]([CH3:41])[CH3:40])[C:36]([O:42][CH2:43][C:44]3[CH:49]=[CH:48][CH:47]=[CH:46][CH:45]=3)=[CH:35][C:34]=2[O:50][CH2:51][C:52]2[CH:57]=[CH:56][CH:55]=[CH:54][CH:53]=2)[C:12]=1[N:13]([C:26]([O:28][C:29]([CH3:32])([CH3:31])[CH3:30])=[O:27])[C:14]1[CH:19]=[CH:18][C:17]([N:20]2[CH2:25][CH2:24][O:23][CH2:22][CH2:21]2)=[CH:16][CH:15]=1)=[O:7]. (2) Given the product [C:14]1([CH2:15][CH2:32][CH2:31][C:35]([OH:34])=[O:22])[CH:16]=[CH:4][CH:3]=[CH:2][CH:17]=1, predict the reactants needed to synthesize it. The reactants are: [Li+].[CH3:2][CH:3]([N-]C(C)C)[CH3:4].BrCC(O[C:14]([CH3:17])([CH3:16])[CH3:15])=O.CN(P(N(C)C)(N(C)C)=[O:22])C.[Cl-].[NH4+].[CH2:31]1[CH2:35][O:34]C[CH2:32]1. (3) Given the product [ClH:1].[CH:7]1([N:12]2[CH2:18][CH2:17][C:16]3[CH:19]=[CH:20][C:21]([O:23][C:24]4[N:29]=[CH:28][C:27]([N:30]5[CH2:34][CH2:33][CH2:32][C:31]5=[O:35])=[CH:26][CH:25]=4)=[CH:22][C:15]=3[CH2:14][CH2:13]2)[CH2:11][CH2:10][CH2:9][CH2:8]1, predict the reactants needed to synthesize it. The reactants are: [ClH:1].C(OCC)C.[CH:7]1([N:12]2[CH2:18][CH2:17][C:16]3[CH:19]=[CH:20][C:21]([O:23][C:24]4[N:29]=[CH:28][C:27]([N:30]5[CH2:34][CH2:33][CH2:32][C:31]5=[O:35])=[CH:26][CH:25]=4)=[CH:22][C:15]=3[CH2:14][CH2:13]2)[CH2:11][CH2:10][CH2:9][CH2:8]1. (4) Given the product [ClH:24].[F:15][C:16]1[CH:17]=[C:18]([C:19](=[NH:3])[NH2:20])[CH:21]=[CH:22][CH:23]=1, predict the reactants needed to synthesize it. The reactants are: C[Si](C)(C)[NH:3][Si](C)(C)C.C([Li])CCC.[F:15][C:16]1[CH:17]=[C:18]([CH:21]=[CH:22][CH:23]=1)[C:19]#[N:20].[ClH:24]. (5) Given the product [CH3:1][C:2]([S:22]([CH3:25])(=[O:24])=[O:23])([CH2:6][CH2:7][N:8]1[CH:12]=[C:11]([B:13]2[O:17][C:16]([CH3:18])([CH3:19])[C:15]([CH3:20])([CH3:21])[O:14]2)[CH:10]=[N:9]1)[C:3]([NH:55][O:54][CH:49]1[CH2:50][CH2:51][CH2:52][CH2:53][O:48]1)=[O:4], predict the reactants needed to synthesize it. The reactants are: [CH3:1][C:2]([S:22]([CH3:25])(=[O:24])=[O:23])([CH2:6][CH2:7][N:8]1[CH:12]=[C:11]([B:13]2[O:17][C:16]([CH3:19])([CH3:18])[C:15]([CH3:21])([CH3:20])[O:14]2)[CH:10]=[N:9]1)[C:3](O)=[O:4].C1C=CC2N(O)N=NC=2C=1.CCN=C=NCCCN(C)C.Cl.[O:48]1[CH2:53][CH2:52][CH2:51][CH2:50][CH:49]1[O:54][NH2:55]. (6) Given the product [CH:22]1([C@@H:16]([C:12]2[CH:13]=[CH:14][CH:15]=[C:10]([O:9][CH2:8][C:6]3[CH:5]=[N:4][C:3]([C:25]4[CH:30]=[C:29]([O:31][CH3:32])[CH:28]=[CH:27][C:26]=4[F:33])=[C:2]([O:43][CH:37]4[CH2:36][C:35]([CH3:44])([CH3:34])[CH2:40][C:39]([CH3:42])([CH3:41])[CH2:38]4)[N:7]=3)[CH:11]=2)[CH2:17][C:18]([OH:20])=[O:19])[CH2:23][CH2:24]1, predict the reactants needed to synthesize it. The reactants are: Cl[C:2]1[N:7]=[C:6]([CH2:8][O:9][C:10]2[CH:11]=[C:12]([C@H:16]([CH:22]3[CH2:24][CH2:23]3)[CH2:17][C:18]([O:20]C)=[O:19])[CH:13]=[CH:14][CH:15]=2)[CH:5]=[N:4][C:3]=1[C:25]1[CH:30]=[C:29]([O:31][CH3:32])[CH:28]=[CH:27][C:26]=1[F:33].[CH3:34][C:35]1([CH3:44])[CH2:40][C:39]([CH3:42])([CH3:41])[CH2:38][CH:37]([O-:43])[CH2:36]1.[Na+].Cl. (7) Given the product [C:32]([N:20]1[CH2:21][CH2:22][CH:17]([N:14]2[CH2:13][CH2:12][C:11]([C:7]3[CH:8]=[CH:9][CH:10]=[C:5]([O:4][CH3:3])[CH:6]=3)([C:23]#[N:24])[CH2:16][CH2:15]2)[CH2:18][CH2:19]1)(=[O:34])[CH3:33], predict the reactants needed to synthesize it. The reactants are: Cl.Cl.[CH3:3][O:4][C:5]1[CH:6]=[C:7]([C:11]2([C:23]#[N:24])[CH2:16][CH2:15][N:14]([CH:17]3[CH2:22][CH2:21][NH:20][CH2:19][CH2:18]3)[CH2:13][CH2:12]2)[CH:8]=[CH:9][CH:10]=1.C(N(CC)CC)C.[C:32](Cl)(=[O:34])[CH3:33].O.